From a dataset of Forward reaction prediction with 1.9M reactions from USPTO patents (1976-2016). Predict the product of the given reaction. (1) The product is: [S:1]1[CH:2]=[C:3]([C:19]([Cl:21])=[O:20])[C:4]2[CH:9]=[CH:8][CH:7]=[CH:6][C:5]1=2. Given the reactants [S:1]1[C:5]2[CH:6]=[CH:7][CH:8]=[CH:9][C:4]=2[CH:3]=[C:2]1C(O)=O.CN(C=O)C.C(Cl)(=O)[C:19]([Cl:21])=[O:20], predict the reaction product. (2) Given the reactants [Cl:1][C:2]1[CH:3]=[C:4]([O:9][CH:10]([CH2:14][CH3:15])[C:11]([OH:13])=O)[CH:5]=[N:6][C:7]=1[Cl:8].[NH2:16][C:17]([CH3:30])([CH3:29])[C:18]#[C:19][CH2:20][O:21][Si:22]([C:25]([CH3:28])([CH3:27])[CH3:26])([CH3:24])[CH3:23], predict the reaction product. The product is: [Cl:1][C:2]1[CH:3]=[C:4]([O:9][CH:10]([CH2:14][CH3:15])[C:11]([NH:16][C:17]([CH3:30])([CH3:29])[C:18]#[C:19][CH2:20][O:21][Si:22]([C:25]([CH3:28])([CH3:27])[CH3:26])([CH3:23])[CH3:24])=[O:13])[CH:5]=[N:6][C:7]=1[Cl:8]. (3) Given the reactants [CH2:1]([O:3][C:4](=[O:19])[C:5]1[CH:10]=[C:9]([C:11]([F:14])([F:13])[F:12])[C:8]([CH:15]=O)=[C:7]([Cl:17])[C:6]=1[NH2:18])[CH3:2].[CH2:20]1[NH:25][CH2:24][CH2:23][N:22]2[CH2:26][CH2:27][CH2:28][C@@H:21]12, predict the reaction product. The product is: [CH2:1]([O:3][C:4](=[O:19])[C:5]1[CH:10]=[C:9]([C:11]([F:14])([F:13])[F:12])[C:8]([CH2:15][N:25]2[CH2:24][CH2:23][N:22]3[CH2:26][CH2:27][CH2:28][C@H:21]3[CH2:20]2)=[C:7]([Cl:17])[C:6]=1[NH2:18])[CH3:2]. (4) Given the reactants [F:1][C:2]([F:7])([F:6])[C:3]([OH:5])=[O:4].[CH2:8]([S:10]([N:13]1[CH2:18][CH2:17][CH:16]([C:19]2[C:27]3[C:22](=[C:23]([C:43]([NH2:45])=[O:44])[CH:24]=[C:25]([C:28]4[CH:33]=[C:32]([CH2:34][NH:35][CH2:36][C@@H:37]5[CH2:41][CH2:40][CH2:39]O5)[CH:31]=[C:30]([F:42])[CH:29]=4)[CH:26]=3)[NH:21][CH:20]=2)[CH2:15][CH2:14]1)(=[O:12])=[O:11])[CH3:9].O1CCC[C@H:47]1CN, predict the reaction product. The product is: [F:1][C:2]([F:7])([F:6])[C:3]([OH:5])=[O:4].[CH:37]1([CH2:36][NH:35][CH2:34][C:32]2[CH:33]=[C:28]([C:25]3[CH:26]=[C:27]4[C:22](=[C:23]([C:43]([NH2:45])=[O:44])[CH:24]=3)[NH:21][CH:20]=[C:19]4[CH:16]3[CH2:17][CH2:18][N:13]([S:10]([CH2:8][CH3:9])(=[O:12])=[O:11])[CH2:14][CH2:15]3)[CH:29]=[C:30]([F:42])[CH:31]=2)[CH2:47][CH2:39][CH2:40][CH2:41]1. (5) Given the reactants C(O[C:4]1[CH:9]=[CH:8][C:7]([NH:10][C:11]([C:13]2[C:14]([NH:19][CH2:20][CH2:21][C:22]3[CH:27]=[CH:26][CH:25]=[CH:24][CH:23]=3)=[N:15][CH:16]=[CH:17][CH:18]=2)=[O:12])=[CH:6][CH:5]=1)C.ClC1C(C(NC2C=CC(OCC)=CC=2)=O)=CC=CN=1.ClC1C(C(NC2C=CC=CC=2)=O)=CC=CN=1, predict the reaction product. The product is: [C:7]1([NH:10][C:11]([C:13]2[C:14]([NH:19][CH2:20][CH2:21][C:22]3[CH:23]=[CH:24][CH:25]=[CH:26][CH:27]=3)=[N:15][CH:16]=[CH:17][CH:18]=2)=[O:12])[CH:8]=[CH:9][CH:4]=[CH:5][CH:6]=1. (6) Given the reactants Br[C:2]1[CH:7]=[CH:6][CH:5]=[C:4]([Br:8])[N:3]=1.[O:9]1[CH2:13][CH2:12][O:11][CH:10]1[C:14]1[S:15][C:16]([Sn](CCCC)(CCCC)CCCC)=[CH:17][N:18]=1.C(Cl)Cl.C1(C)C=CC=CC=1, predict the reaction product. The product is: [Br:8][C:4]1[CH:5]=[CH:6][CH:7]=[C:2]([C:16]2[S:15][C:14]([CH:10]3[O:11][CH2:12][CH2:13][O:9]3)=[N:18][CH:17]=2)[N:3]=1. (7) The product is: [CH2:32]([CH:28]1[CH2:29][CH2:30][CH2:31][N:27]1[CH2:26][C:24]1[S:23][CH:22]=[C:21]([C:18]2[CH:19]=[C:20]3[C:15](=[C:16]([C:35]([NH2:37])=[O:36])[CH:17]=2)[NH:14][CH:13]=[C:12]3[CH:9]2[CH2:10][CH2:11][N:6]([S:3]([CH2:1][CH3:2])(=[O:5])=[O:4])[CH2:7][CH2:8]2)[CH:25]=1)[CH3:33]. Given the reactants [CH2:1]([S:3]([N:6]1[CH2:11][CH2:10][CH:9]([C:12]2[C:20]3[C:15](=[C:16]([C:35]([NH2:37])=[O:36])[CH:17]=[C:18]([C:21]4[CH:25]=[C:24]([CH2:26][N:27]5[CH2:31][CH2:30][CH2:29][CH:28]5[CH2:32][CH2:33]C)[S:23][CH:22]=4)[CH:19]=3)[NH:14][CH:13]=2)[CH2:8][CH2:7]1)(=[O:5])=[O:4])[CH3:2].C(C1CCCN1)CC, predict the reaction product. (8) Given the reactants [Br:1][C:2]1[N:6]([C:7]2[CH:12]=[CH:11][C:10]([F:13])=[CH:9][CH:8]=2)[N:5]=[CH:4][C:3]=1[CH2:14][C:15]([OH:17])=[O:16].S(Cl)(Cl)=O.[CH2:22](O)[CH3:23], predict the reaction product. The product is: [CH2:22]([O:16][C:15](=[O:17])[CH2:14][C:3]1[CH:4]=[N:5][N:6]([C:7]2[CH:8]=[CH:9][C:10]([F:13])=[CH:11][CH:12]=2)[C:2]=1[Br:1])[CH3:23]. (9) Given the reactants [C:1]([C:3]1[CH:27]=[CH:26][C:6]([O:7][C:8]2[CH:9]=[C:10]([CH:14]=[C:15]([O:17][C:18]3[CH:23]=[CH:22][C:21]([C:24]#[N:25])=[CH:20][CH:19]=3)[CH:16]=2)[C:11](O)=[O:12])=[CH:5][CH:4]=1)#[N:2].[C:28]([O:32][C:33]([N:35]1[CH2:40][CH2:39][NH:38][CH2:37][CH2:36]1)=[O:34])(C)(C)[CH3:29], predict the reaction product. The product is: [CH2:28]([O:32][C:33]([N:35]1[CH2:36][CH2:37][N:38]([C:11](=[O:12])[C:10]2[CH:14]=[C:15]([O:17][C:18]3[CH:19]=[CH:20][C:21]([C:24]#[N:25])=[CH:22][CH:23]=3)[CH:16]=[C:8]([O:7][C:6]3[CH:5]=[CH:4][C:3]([C:1]#[N:2])=[CH:27][CH:26]=3)[CH:9]=2)[CH2:39][CH2:40]1)=[O:34])[CH3:29]. (10) Given the reactants [OH:1][C:2]1[CH:6]=[C:5]([C:7]([O:9][CH3:10])=[O:8])[O:4][N:3]=1.[F:11][CH2:12][CH:13]1[CH2:15][O:14]1.C(=O)([O-])[O-].[K+].[K+].CN(C=O)C, predict the reaction product. The product is: [F:11][CH2:12][CH:13]([OH:14])[CH2:15][O:1][C:2]1[CH:6]=[C:5]([C:7]([O:9][CH3:10])=[O:8])[O:4][N:3]=1.